From a dataset of Full USPTO retrosynthesis dataset with 1.9M reactions from patents (1976-2016). Predict the reactants needed to synthesize the given product. (1) The reactants are: [S:1]1[CH:5]=[CH:4][N:3]=[C:2]1[CH2:6][N:7]1[C:15]2[C:10](=[CH:11][C:12]([NH:16][C:17]3[C:26]4[C:21](=[CH:22][CH:23]=[CH:24][C:25]=4[O:27][C@@H:28]([CH3:32])[C:29](O)=[O:30])[N:20]=[CH:19][N:18]=3)=[CH:13][CH:14]=2)[CH:9]=[N:8]1.[NH:33]1[CH2:38][CH2:37][O:36][CH2:35][CH2:34]1. Given the product [CH3:32][C@H:28]([O:27][C:25]1[CH:24]=[CH:23][CH:22]=[C:21]2[C:26]=1[C:17]([NH:16][C:12]1[CH:11]=[C:10]3[C:15](=[CH:14][CH:13]=1)[N:7]([CH2:6][C:2]1[S:1][CH:5]=[CH:4][N:3]=1)[N:8]=[CH:9]3)=[N:18][CH:19]=[N:20]2)[C:29]([N:33]1[CH2:38][CH2:37][O:36][CH2:35][CH2:34]1)=[O:30], predict the reactants needed to synthesize it. (2) Given the product [Br:1][C:2]1[CH:3]=[C:4]([NH2:18])[C:5]([C:8]2[C:9]([NH2:15])=[CH:10][C:11]([Br:14])=[CH:12][CH:13]=2)=[CH:6][CH:7]=1, predict the reactants needed to synthesize it. The reactants are: [Br:1][C:2]1[CH:7]=[CH:6][C:5]([C:8]2[CH:13]=[CH:12][C:11]([Br:14])=[CH:10][C:9]=2[N+:15]([O-])=O)=[C:4]([N+:18]([O-])=O)[CH:3]=1.Cl.[Sn].[OH-].[Na+]. (3) The reactants are: [NH2:1][C:2]1[C:3]([C:17]#[C:18][CH2:19][NH:20][C:21](=[O:27])[O:22][C:23]([CH3:26])([CH3:25])[CH3:24])=[N:4][CH:5]=[N:6][C:7]=1[O:8][C:9]1[CH:14]=[CH:13][C:12]([NH2:15])=[C:11]([Cl:16])[CH:10]=1. Given the product [NH2:15][C:12]1[CH:13]=[CH:14][C:9]([O:8][C:7]2[C:2]3[NH:1][C:18]([CH2:19][NH:20][C:21](=[O:27])[O:22][C:23]([CH3:24])([CH3:26])[CH3:25])=[CH:17][C:3]=3[N:4]=[CH:5][N:6]=2)=[CH:10][C:11]=1[Cl:16], predict the reactants needed to synthesize it.